From a dataset of Full USPTO retrosynthesis dataset with 1.9M reactions from patents (1976-2016). Predict the reactants needed to synthesize the given product. (1) Given the product [Cl:1][C:2]1[C:7]([C:14]#[N:13])=[CH:6][CH:5]=[C:4]([Cl:12])[N:3]=1, predict the reactants needed to synthesize it. The reactants are: [Cl:1][C:2]1[C:7](NC(=O)C)=[CH:6][CH:5]=[C:4]([Cl:12])[N:3]=1.[N:13]1C=CC=C[CH:14]=1.FC(F)(F)C(OC(=O)C(F)(F)F)=O. (2) The reactants are: [CH2:1]([CH:3]1[C:7]2[C:8]([O:12][C:13]3[N:18]=[CH:17][C:16]([NH2:19])=[CH:15][CH:14]=3)=[CH:9][CH:10]=[CH:11][C:6]=2[CH2:5][O:4]1)[CH3:2].CCN(C(C)C)C(C)C.[CH3:29][C:30]([O:33][C:34]([NH:36][C:37]([CH3:42])([C:39](O)=[O:40])[CH3:38])=[O:35])([CH3:32])[CH3:31].CN(C(ON1N=NC2C=CC=CC1=2)=[N+](C)C)C.[B-](F)(F)(F)F. Given the product [CH2:1]([CH:3]1[C:7]2[C:8]([O:12][C:13]3[N:18]=[CH:17][C:16]([NH:19][C:39](=[O:40])[C:37]([NH:36][C:34](=[O:35])[O:33][C:30]([CH3:32])([CH3:31])[CH3:29])([CH3:42])[CH3:38])=[CH:15][CH:14]=3)=[CH:9][CH:10]=[CH:11][C:6]=2[CH2:5][O:4]1)[CH3:2], predict the reactants needed to synthesize it.